Dataset: Forward reaction prediction with 1.9M reactions from USPTO patents (1976-2016). Task: Predict the product of the given reaction. (1) The product is: [Br:1][C:2]1[CH:3]=[CH:4][C:5]([N+:10]([O-:12])=[O:11])=[C:6]([CH:7]=[N:18][C:17]2[CH:19]=[CH:20][C:14]([F:13])=[CH:15][CH:16]=2)[CH:9]=1. Given the reactants [Br:1][C:2]1[CH:3]=[CH:4][C:5]([N+:10]([O-:12])=[O:11])=[C:6]([CH:9]=1)[CH:7]=O.[F:13][C:14]1[CH:20]=[CH:19][C:17]([NH2:18])=[CH:16][CH:15]=1, predict the reaction product. (2) Given the reactants [CH3:1][CH:2]1[CH2:7][CH2:6][CH2:5][CH2:4][N:3]1[C:8]1[CH:9]=[CH:10][C:11]2[CH2:12][N:13](C(OC(C)(C)C)=O)[CH2:14][CH2:15][O:16][C:17]=2[N:18]=1.Cl.C(OCC)(=O)C.[OH-].[Na+], predict the reaction product. The product is: [CH3:1][CH:2]1[CH2:7][CH2:6][CH2:5][CH2:4][N:3]1[C:8]1[CH:9]=[CH:10][C:11]2[CH2:12][NH:13][CH2:14][CH2:15][O:16][C:17]=2[N:18]=1. (3) Given the reactants [CH:1]1([CH2:7][CH2:8][CH2:9][C@@H:10]([C:19]2[O:23][N:22]=[C:21]([CH2:24]OS(C3C=CC(C)=CC=3)(=O)=O)[N:20]=2)[CH2:11][C:12]([O:14][C:15]([CH3:18])([CH3:17])[CH3:16])=[O:13])[CH2:6][CH2:5][CH2:4][CH2:3][CH2:2]1.[CH:36]1([NH2:39])[CH2:38][CH2:37]1, predict the reaction product. The product is: [CH:1]1([CH2:7][CH2:8][CH2:9][C@@H:10]([C:19]2[O:23][N:22]=[C:21]([CH2:24][NH:39][CH:36]3[CH2:38][CH2:37]3)[N:20]=2)[CH2:11][C:12]([O:14][C:15]([CH3:18])([CH3:16])[CH3:17])=[O:13])[CH2:6][CH2:5][CH2:4][CH2:3][CH2:2]1. (4) Given the reactants Cl.[CH2:2]([CH2:5][NH2:6])[CH:3]=[CH2:4].[O:7]1[C:11]2([CH2:16][CH2:15][C:14](=O)[CH2:13][CH2:12]2)[O:10][CH2:9][CH2:8]1.[C-:18]#[N:19].[K+], predict the reaction product. The product is: [CH2:2]([CH2:5][NH:6][C:14]1([C:18]#[N:19])[CH2:15][CH2:16][C:11]2([O:10][CH2:9][CH2:8][O:7]2)[CH2:12][CH2:13]1)[CH:3]=[CH2:4]. (5) The product is: [Br:34][C:35]1[CH:43]=[CH:42][C:38]([C:39]([N:25]([CH2:26][C:27]2[CH:32]=[CH:31][CH:30]=[CH:29][C:28]=2[OH:33])[CH:22]([CH3:24])[CH3:23])=[O:40])=[CH:37][CH:36]=1. Given the reactants CCN=C=NCCCN(C)C.Cl.CCN(C(C)C)C(C)C.[CH:22]([NH:25][CH2:26][C:27]1[CH:32]=[CH:31][CH:30]=[CH:29][C:28]=1[OH:33])([CH3:24])[CH3:23].[Br:34][C:35]1[CH:43]=[CH:42][C:38]([C:39](O)=[O:40])=[CH:37][CH:36]=1.C1C=CC2N(O)N=NC=2C=1, predict the reaction product. (6) Given the reactants [CH:1]([CH:4]1[C:8](=[O:9])[O:7][CH:6]([CH:10]([NH:30][C:31](=[O:37])[O:32][C:33]([CH3:36])([CH3:35])[CH3:34])[CH2:11][CH:12]([CH2:16][C:17]2[CH:22]=[CH:21][C:20]([CH3:23])=[C:19]([O:24][CH2:25][CH2:26][CH2:27][O:28][CH3:29])[CH:18]=2)[CH:13]([CH3:15])[CH3:14])[CH2:5]1)([CH3:3])[CH3:2].[NH2:38][CH:39]1[CH2:44][CH2:43][N:42]([C:45]([O:47][CH2:48][C:49]2[CH:54]=[CH:53][CH:52]=[CH:51][CH:50]=2)=[O:46])[CH2:41][CH2:40]1, predict the reaction product. The product is: [C:33]([O:32][C:31]([NH:30][CH:10]([CH2:11][CH:12]([CH2:16][C:17]1[CH:22]=[CH:21][C:20]([CH3:23])=[C:19]([O:24][CH2:25][CH2:26][CH2:27][O:28][CH3:29])[CH:18]=1)[CH:13]([CH3:14])[CH3:15])[CH:6]([OH:7])[CH2:5][CH:4]([CH:1]([CH3:2])[CH3:3])[C:8]([NH:38][CH:39]1[CH2:40][CH2:41][N:42]([C:45]([O:47][CH2:48][C:49]2[CH:54]=[CH:53][CH:52]=[CH:51][CH:50]=2)=[O:46])[CH2:43][CH2:44]1)=[O:9])=[O:37])([CH3:34])([CH3:36])[CH3:35]. (7) Given the reactants [Cl:1][C:2]1[N:7]=[C:6](Cl)[C:5]([Cl:9])=[CH:4][N:3]=1.[C:10]([C:12]1[CH:17]=[CH:16][C:15](B(O)O)=[CH:14][CH:13]=1)#[N:11].C([O-])([O-])=O.[Na+].[Na+], predict the reaction product. The product is: [Cl:1][C:2]1[N:7]=[C:6]([C:15]2[CH:16]=[CH:17][C:12]([C:10]#[N:11])=[CH:13][CH:14]=2)[C:5]([Cl:9])=[CH:4][N:3]=1.